From a dataset of Forward reaction prediction with 1.9M reactions from USPTO patents (1976-2016). Predict the product of the given reaction. (1) Given the reactants [NH2:1][C@@H:2]([CH2:20][O:21][CH2:22][C:23]1[CH:28]=[CH:27][C:26]([F:29])=[CH:25][CH:24]=1)[C:3]([NH:5][C:6]1[CH:11]=[CH:10][C:9]([O:12][C:13]2[CH:18]=[CH:17][C:16]([F:19])=[CH:15][CH:14]=2)=[CH:8][CH:7]=1)=[O:4].Cl.[N:31]1([CH2:36][C:37](O)=[O:38])[CH:35]=[N:34][CH:33]=[N:32]1, predict the reaction product. The product is: [N:31]1([CH2:36][C:37]([NH:1][C@@H:2]([CH2:20][O:21][CH2:22][C:23]2[CH:24]=[CH:25][C:26]([F:29])=[CH:27][CH:28]=2)[C:3]([NH:5][C:6]2[CH:7]=[CH:8][C:9]([O:12][C:13]3[CH:18]=[CH:17][C:16]([F:19])=[CH:15][CH:14]=3)=[CH:10][CH:11]=2)=[O:4])=[O:38])[CH:35]=[N:34][CH:33]=[N:32]1. (2) Given the reactants [Cl:1][C:2]1[N:10]=[C:9]([NH:11][C:12]2[CH:13]=[C:14]([CH:17]=[CH:18][C:19]=2[N+:20]([O-])=O)[C:15]#[N:16])[N:8]=[C:7]2[C:3]=1[NH:4][C:5](=[O:23])[NH:6]2.C(O)(=O)C.O.[NH4+].[OH-], predict the reaction product. The product is: [NH2:20][C:19]1[CH:18]=[CH:17][C:14]([C:15]#[N:16])=[CH:13][C:12]=1[NH:11][C:9]1[N:8]=[C:7]2[C:3]([NH:4][C:5](=[O:23])[NH:6]2)=[C:2]([Cl:1])[N:10]=1. (3) Given the reactants [OH:1][C:2]1[C:3]2[CH2:17][N:16]([C:18]([O:20][C:21]([CH3:24])([CH3:23])[CH3:22])=[O:19])[CH2:15][CH2:14][C:4]=2[N:5]=[C:6]([C:8]2[CH:13]=[CH:12][CH:11]=[CH:10][CH:9]=2)[N:7]=1.C(N(CC)CC)C.[C:32]1([CH3:42])[CH:37]=[CH:36][C:35]([S:38](Cl)(=[O:40])=[O:39])=[CH:34][CH:33]=1, predict the reaction product. The product is: [CH3:42][C:32]1[CH:37]=[CH:36][C:35]([S:38]([O:1][C:2]2[C:3]3[CH2:17][N:16]([C:18]([O:20][C:21]([CH3:24])([CH3:23])[CH3:22])=[O:19])[CH2:15][CH2:14][C:4]=3[N:5]=[C:6]([C:8]3[CH:9]=[CH:10][CH:11]=[CH:12][CH:13]=3)[N:7]=2)(=[O:40])=[O:39])=[CH:34][CH:33]=1. (4) Given the reactants [CH3:1][N:2]1[CH2:6][C:5]([CH3:8])([CH3:7])[CH2:4][C@H:3]1[C:9]([OH:11])=O.[F:12][C:13]1[CH:14]=[CH:15][C:16]([NH:19][NH2:20])=[N:17][CH:18]=1.CCN(C(C)C)C(C)C.CN(C(ON1N=NC2C=CC=NC1=2)=[N+](C)C)C.F[P-](F)(F)(F)(F)F.N, predict the reaction product. The product is: [F:12][C:13]1[CH:14]=[CH:15][C:16]([NH:19][NH:20][C:9]([C@@H:3]2[CH2:4][C:5]([CH3:7])([CH3:8])[CH2:6][N:2]2[CH3:1])=[O:11])=[N:17][CH:18]=1. (5) Given the reactants [Br:1][C:2]1[CH:22]=[CH:21][C:5]2[O:6][CH2:7][CH:8]([CH2:19][OH:20])[C:9]3[S:13][C:12]([C:14]([O:16][CH2:17][CH3:18])=[O:15])=[N:11][C:10]=3[C:4]=2[CH:3]=1.Cl[CH2:24]Cl, predict the reaction product. The product is: [Br:1][C:2]1[CH:22]=[CH:21][C:5]2[O:6][CH2:7][CH:8]([CH2:19][O:20][CH3:24])[C:9]3[S:13][C:12]([C:14]([O:16][CH2:17][CH3:18])=[O:15])=[N:11][C:10]=3[C:4]=2[CH:3]=1. (6) Given the reactants I[C:2]1[CH:12]=[CH:11][C:5]([C:6]([O:8][CH2:9][CH3:10])=[O:7])=[CH:4][CH:3]=1.[CH3:13][C:14]1([CH3:21])[CH2:17][CH:16]([C:18](Cl)=[O:19])[CH2:15]1, predict the reaction product. The product is: [CH2:9]([O:8][C:6](=[O:7])[C:5]1[CH:11]=[CH:12][C:2]([C:18]([CH:16]2[CH2:17][C:14]([CH3:21])([CH3:13])[CH2:15]2)=[O:19])=[CH:3][CH:4]=1)[CH3:10]. (7) Given the reactants C(N(C(C)C)CC)(C)C.[NH:10]1[CH2:19][CH2:18][CH:13]([C:14]([O:16][CH3:17])=[O:15])[CH2:12][CH2:11]1.[N+:20]([C:23]1[CH:28]=[CH:27][C:26]([S:29](Cl)(=[O:31])=[O:30])=[CH:25][CH:24]=1)([O-:22])=[O:21], predict the reaction product. The product is: [CH3:17][O:16][C:14]([CH:13]1[CH2:18][CH2:19][N:10]([S:29]([C:26]2[CH:25]=[CH:24][C:23]([N+:20]([O-:22])=[O:21])=[CH:28][CH:27]=2)(=[O:30])=[O:31])[CH2:11][CH2:12]1)=[O:15]. (8) Given the reactants [N:1]([CH2:4][C:5]([O:7]CC)=[O:6])=[N+:2]=[N-:3].[C:10]1(C)[CH:15]=CC=C[CH:11]=1, predict the reaction product. The product is: [CH3:15][C:10]1[N:3]=[N:2][N:1]([CH2:4][C:5]([OH:7])=[O:6])[CH:11]=1.